From a dataset of Full USPTO retrosynthesis dataset with 1.9M reactions from patents (1976-2016). Predict the reactants needed to synthesize the given product. (1) Given the product [CH3:24][N:23]([CH2:22][CH:19]1[CH2:18][CH2:17][N:16]([C:14]([NH:13][C:9]2[CH:8]=[C:7]([O:6][C:5]3[CH:26]=[CH:27][C:2]([NH:1][C:39]([NH:38][C:36](=[O:37])[CH2:35][C:29]4[CH:30]=[CH:31][CH:32]=[CH:33][CH:34]=4)=[O:40])=[CH:3][C:4]=3[F:28])[CH:12]=[CH:11][N:10]=2)=[O:15])[CH2:21][CH2:20]1)[CH3:25], predict the reactants needed to synthesize it. The reactants are: [NH2:1][C:2]1[CH:27]=[CH:26][C:5]([O:6][C:7]2[CH:12]=[CH:11][N:10]=[C:9]([NH:13][C:14]([N:16]3[CH2:21][CH2:20][CH:19]([CH2:22][N:23]([CH3:25])[CH3:24])[CH2:18][CH2:17]3)=[O:15])[CH:8]=2)=[C:4]([F:28])[CH:3]=1.[C:29]1([CH2:35][C:36]([N:38]=[C:39]=[O:40])=[O:37])[CH:34]=[CH:33][CH:32]=[CH:31][CH:30]=1. (2) The reactants are: [OH:1][C:2]1[CH:3]=[C:4]([CH:12]=[CH:13][CH:14]=1)[CH:5]([OH:11])[C:6]([O:8][CH2:9][CH3:10])=[O:7].[Br:15][CH2:16][CH2:17][CH2:18]Br.C(=O)([O-])[O-].[K+].[K+]. Given the product [Br:15][CH2:16][CH2:17][CH2:18][O:1][C:2]1[CH:3]=[C:4]([CH:12]=[CH:13][CH:14]=1)[CH:5]([OH:11])[C:6]([O:8][CH2:9][CH3:10])=[O:7], predict the reactants needed to synthesize it. (3) Given the product [NH2:8][C@@H:9]([CH3:33])[C:10]([NH:12][C@@H:13]([CH2:24][C:25]1[CH:26]=[CH:27][C:28]([O:31][CH3:32])=[CH:29][CH:30]=1)[C:14]([O:16][CH2:17][C:18]1[CH:23]=[CH:22][CH:21]=[CH:20][CH:19]=1)=[O:15])=[O:11].[ClH:34], predict the reactants needed to synthesize it. The reactants are: C(OC([NH:8][C@@H:9]([CH3:33])[C:10]([NH:12][C@@H:13]([CH2:24][C:25]1[CH:30]=[CH:29][C:28]([O:31][CH3:32])=[CH:27][CH:26]=1)[C:14]([O:16][CH2:17][C:18]1[CH:23]=[CH:22][CH:21]=[CH:20][CH:19]=1)=[O:15])=[O:11])=O)(C)(C)C.[ClH:34].CCOC(C)=O. (4) Given the product [F:5][C:6]1[CH:30]=[CH:29][C:9]([NH:10][C:11]2[CH:20]=[C:19]([CH2:21][O:22][C:23]3[CH:28]=[CH:27][CH:26]=[CH:25][CH:24]=3)[CH:18]=[CH:17][C:12]=2[C:13]([OH:15])=[O:14])=[CH:8][CH:7]=1, predict the reactants needed to synthesize it. The reactants are: [OH-].[Na+].CO.[F:5][C:6]1[CH:30]=[CH:29][C:9]([NH:10][C:11]2[CH:20]=[C:19]([CH2:21][O:22][C:23]3[CH:28]=[CH:27][CH:26]=[CH:25][CH:24]=3)[CH:18]=[CH:17][C:12]=2[C:13]([O:15]C)=[O:14])=[CH:8][CH:7]=1. (5) Given the product [CH2:1]([O:2][C:3]1[CH:4]=[C:5]2[C:10](=[CH:11][C:12]=1[O:13][CH3:14])[N:9]=[CH:8][CH:7]=[C:6]2[O:15][C:16]1[CH:21]=[CH:20][C:19]([N+:22]([O-:24])=[O:23])=[CH:18][C:17]=1[F:25])[C:32]1[CH:31]=[CH:30][CH:35]=[CH:34][CH:33]=1, predict the reactants needed to synthesize it. The reactants are: [CH3:1][O:2][C:3]1[CH:4]=[C:5]2[C:10](=[CH:11][C:12]=1[O:13][CH3:14])[N:9]=[CH:8][CH:7]=[C:6]2[O:15][C:16]1[CH:21]=[CH:20][C:19]([N+:22]([O-:24])=[O:23])=[CH:18][C:17]=1[F:25].[Cl-].[Al+3].[Cl-].[Cl-].[CH3:30][CH2:31][CH2:32][CH2:33][CH2:34][CH3:35].C(OCC)(=O)C.